The task is: Predict the reactants needed to synthesize the given product.. This data is from Full USPTO retrosynthesis dataset with 1.9M reactions from patents (1976-2016). (1) The reactants are: [CH2:1]([O:5][C:6]1[N:14]=[C:13]2[C:9]([N:10]=[C:11]([O:37][CH3:38])[N:12]2[CH2:15][C:16]2[CH:21]=[CH:20][C:19]([O:22][CH2:23][CH2:24][CH2:25][N:26]3C(=O)C4=CC=CC=C4C3=O)=[CH:18][CH:17]=2)=[C:8]([NH2:39])[N:7]=1)[CH2:2][CH2:3][CH3:4].O.NN. Given the product [NH2:26][CH2:25][CH2:24][CH2:23][O:22][C:19]1[CH:20]=[CH:21][C:16]([CH2:15][N:12]2[C:11]([O:37][CH3:38])=[N:10][C:9]3[C:13]2=[N:14][C:6]([O:5][CH2:1][CH2:2][CH2:3][CH3:4])=[N:7][C:8]=3[NH2:39])=[CH:17][CH:18]=1, predict the reactants needed to synthesize it. (2) Given the product [N+:12]([C:3]1[CH:4]=[N:5][C:6]2[C:11]([C:2]=1[NH:16][CH2:17][CH2:18][CH2:19][CH2:20][CH2:21][C:22]([O:24][CH2:25][CH3:26])=[O:23])=[N:10][CH:9]=[CH:8][CH:7]=2)([O-:14])=[O:13], predict the reactants needed to synthesize it. The reactants are: Cl[C:2]1[C:11]2[C:6](=[CH:7][CH:8]=[CH:9][N:10]=2)[N:5]=[CH:4][C:3]=1[N+:12]([O-:14])=[O:13].Cl.[NH2:16][CH2:17][CH2:18][CH2:19][CH2:20][CH2:21][C:22]([O:24][CH2:25][CH3:26])=[O:23].C(N(CC)CC)C. (3) Given the product [Cl:1][C:2]1[C:7]2[C:8](=[O:11])[N:9]([C:21]([O:23][C:24]([CH3:27])([CH3:26])[CH3:25])=[O:22])[CH2:10][C:6]=2[C:5]([F:12])=[C:4]([Cl:13])[N:3]=1, predict the reactants needed to synthesize it. The reactants are: [Cl:1][C:2]1[C:7]2[C:8](=[O:11])[NH:9][CH2:10][C:6]=2[C:5]([F:12])=[C:4]([Cl:13])[N:3]=1.CCN(CC)CC.[C:21](O[C:21]([O:23][C:24]([CH3:27])([CH3:26])[CH3:25])=[O:22])([O:23][C:24]([CH3:27])([CH3:26])[CH3:25])=[O:22].